This data is from Reaction yield outcomes from USPTO patents with 853,638 reactions. The task is: Predict the reaction yield, written as a fraction of the theoretical maximum amount of product (1.0 means a 100% yield; for example, 0.34 means a 34% yield). (1) The reactants are [NH2:1][C:2]1[CH:3]=[C:4]([C:8]2[S:12][C:11]([C:13]3[CH:14]=[C:15]4[C:19](=[CH:20][CH:21]=3)[C:18](=[O:22])[N:17]([CH3:23])[CH2:16]4)=[CH:10][CH:9]=2)[CH:5]=[N:6][CH:7]=1.[N+:24]([C:27]1[CH:32]=[CH:31][CH:30]=[CH:29][C:28]=1[S:33](Cl)(=[O:35])=[O:34])([O-:26])=[O:25]. No catalyst specified. The product is [CH3:23][N:17]1[CH2:16][C:15]2[C:19](=[CH:20][CH:21]=[C:13]([C:11]3[S:12][C:8]([C:4]4[CH:3]=[C:2]([NH:1][S:33]([C:28]5[CH:29]=[CH:30][CH:31]=[CH:32][C:27]=5[N+:24]([O-:26])=[O:25])(=[O:34])=[O:35])[CH:7]=[N:6][CH:5]=4)=[CH:9][CH:10]=3)[CH:14]=2)[C:18]1=[O:22]. The yield is 0.320. (2) The reactants are [C:1]([NH:5][C:6]([C:8]1[CH:13]=[CH:12][C:11]([C:14]#[C:15][C:16]2[CH:21]=[CH:20][CH:19]=[CH:18][CH:17]=2)=[CH:10][N:9]=1)=[O:7])([CH3:4])([CH3:3])[CH3:2].[H-].[Na+].I[CH3:25]. The catalyst is CN(C=O)C. The product is [C:1]([N:5]([CH3:25])[C:6]([C:8]1[CH:13]=[CH:12][C:11]([C:14]#[C:15][C:16]2[CH:17]=[CH:18][CH:19]=[CH:20][CH:21]=2)=[CH:10][N:9]=1)=[O:7])([CH3:4])([CH3:2])[CH3:3]. The yield is 0.620.